Predict the product of the given reaction. From a dataset of Forward reaction prediction with 1.9M reactions from USPTO patents (1976-2016). (1) Given the reactants [CH2:1]([O:8][C:9]1[CH:10]=[C:11]([CH:13]=[CH:14][CH:15]=1)[NH2:12])[C:2]1[CH:7]=[CH:6][CH:5]=[CH:4][CH:3]=1.[C:16](Cl)(=[O:23])[C:17]1[CH:22]=[CH:21][CH:20]=[CH:19][CH:18]=1, predict the reaction product. The product is: [C:17]1([C:16]([NH:12][C:11]2[CH:13]=[CH:14][CH:15]=[C:9]([O:8][CH2:1][C:2]3[CH:3]=[CH:4][CH:5]=[CH:6][CH:7]=3)[CH:10]=2)=[O:23])[CH:22]=[CH:21][CH:20]=[CH:19][CH:18]=1. (2) Given the reactants Cl.[CH3:2][O:3][C:4](=[O:7])[CH2:5][NH2:6].[F:8][C:9]([F:35])([F:34])[C:10]1[CH:15]=[CH:14][C:13]([C:16]2[C:17]([C:22]([NH:24][C:25]3[CH:26]=[C:27]([C:31](O)=[O:32])[N:28]([CH3:30])[CH:29]=3)=[O:23])=[CH:18][CH:19]=[CH:20][CH:21]=2)=[CH:12][CH:11]=1.CN(C(ON1N=NC2C=CC=CC1=2)=[N+](C)C)C.[B-](F)(F)(F)F.C(N(C(C)C)C(C)C)C, predict the reaction product. The product is: [CH3:2][O:3][C:4]([CH2:5][NH:6][C:31]([C:27]1[N:28]([CH3:30])[CH:29]=[C:25]([NH:24][C:22]([C:17]2[C:16]([C:13]3[CH:12]=[CH:11][C:10]([C:9]([F:35])([F:8])[F:34])=[CH:15][CH:14]=3)=[CH:21][CH:20]=[CH:19][CH:18]=2)=[O:23])[CH:26]=1)=[O:32])=[O:7].